From a dataset of Peptide-MHC class II binding affinity with 134,281 pairs from IEDB. Regression. Given a peptide amino acid sequence and an MHC pseudo amino acid sequence, predict their binding affinity value. This is MHC class II binding data. The peptide sequence is TATELNNALQNLART. The MHC is DRB1_1201 with pseudo-sequence DRB1_1201. The binding affinity (normalized) is 0.100.